Dataset: Reaction yield outcomes from USPTO patents with 853,638 reactions. Task: Predict the reaction yield, written as a fraction of the theoretical maximum amount of product (1.0 means a 100% yield; for example, 0.34 means a 34% yield). (1) The reactants are [Cl:1][C:2]1[N:10]=[C:9]2[C:5]([NH:6][CH:7]=[N:8]2)=[C:4]([Cl:11])[N:3]=1.[O:12]1[CH:17]=[CH:16][CH2:15][CH2:14][CH2:13]1.O.C1(C)C=CC(S(O)(=O)=O)=CC=1. The catalyst is ClCCl. The product is [Cl:1][C:2]1[N:10]=[C:9]2[C:5]([N:6]=[CH:7][N:8]2[CH:13]2[CH2:14][CH2:15][CH2:16][CH2:17][O:12]2)=[C:4]([Cl:11])[N:3]=1. The yield is 0.880. (2) The yield is 0.220. The reactants are [NH2:1][C:2]1[CH:7]=[CH:6][C:5]([C@@H:8]2[CH2:10][C@H:9]2[C:11]([OH:13])=[O:12])=[CH:4][CH:3]=1.[N:14]1[CH:19]=[CH:18][CH:17]=[CH:16][C:15]=1[C:20]1[CH:27]=[CH:26][C:23]([CH:24]=O)=[CH:22][CH:21]=1.[BH-](OC(C)=O)(OC(C)=O)OC(C)=O.[Na+].O. The catalyst is ClC(Cl)C.ClCCl. The product is [N:14]1[CH:19]=[CH:18][CH:17]=[CH:16][C:15]=1[C:20]1[CH:21]=[CH:22][C:23]([CH2:24][NH:1][C:2]2[CH:3]=[CH:4][C:5]([C@@H:8]3[CH2:10][C@H:9]3[C:11]([OH:13])=[O:12])=[CH:6][CH:7]=2)=[CH:26][CH:27]=1. (3) The reactants are [C:1]1([CH2:9]Cl)[CH:6]=[CH:5][CH:4]=[C:3]([CH2:7]Cl)[CH:2]=1.[C:11]([O-:14])(=[O:13])[CH3:12].[K+]. The catalyst is CC(C)=O.[Cl-].C([N+](CC)(CC)CC)C1C=CC=CC=1. The product is [C:11]([O:14][CH2:9][C:1]1[CH:6]=[CH:5][CH:4]=[C:3]([CH2:7][O:14][C:11](=[O:13])[CH3:12])[CH:2]=1)(=[O:13])[CH3:12]. The yield is 0.987. (4) The reactants are [CH2:1]1[CH2:6][C@H:5]([C:7]([OH:9])=[O:8])[CH2:4][CH2:3][C@H:2]1[CH2:10][NH2:11].[CH3:12][O:13][C:14]1[CH:15]=[C:16]2[C:21](=[CH:22][CH:23]=1)[CH:20]=[C:19]([CH:24]([CH3:28])[C:25]([O-:27])=[O:26])[CH:18]=[CH:17]2.[CH3:29][C:30]([O:33][CH3:34])(C)C.CC(C)=[O:37].O. No catalyst specified. The product is [CH3:12][O:13][C:14]1[CH:15]=[C:16]2[C:21](=[CH:22][CH:23]=1)[CH:20]=[C:19]([C@H:24]([CH3:28])[C:25]([O:27][CH2:29][CH2:30][O:33][C:34]([NH:11][CH2:10][C@H:2]1[CH2:3][CH2:4][C@H:5]([C:7]([OH:9])=[O:8])[CH2:6][CH2:1]1)=[O:37])=[O:26])[CH:18]=[CH:17]2. The yield is 0.0900. (5) The reactants are [F:1][C:2]([F:15])([F:14])[S:3]([O:6]S(C(F)(F)F)(=O)=O)(=[O:5])=[O:4].O[C:17]1[CH:22]=[CH:21][C:20]([CH2:23][C:24]([O:26][CH3:27])=[O:25])=[CH:19][C:18]=1[CH3:28].C(N(CC)CC)C. The catalyst is C(Cl)Cl.O. The product is [CH3:28][C:18]1[CH:19]=[C:20]([CH2:23][C:24]([O:26][CH3:27])=[O:25])[CH:21]=[CH:22][C:17]=1[O:6][S:3]([C:2]([F:15])([F:14])[F:1])(=[O:5])=[O:4]. The yield is 0.613. (6) The reactants are [C:1]([OH:8])(=[O:7])/[CH:2]=[CH:3]/[C:4]([OH:6])=[O:5].[CH2:9]([C:13]1[CH:14]=[C:15]2[N:20]([C:21]=1[C:22]([C:24]1[CH:29]=[CH:28][C:27]([CH2:30][CH2:31][CH2:32][N:33]([CH2:37][CH2:38][CH3:39])[CH2:34][CH2:35][CH3:36])=[CH:26][CH:25]=1)=[O:23])[CH:19]=[CH:18][CH:17]=[CH:16]2)[CH2:10][CH2:11][CH3:12]. The catalyst is C(OCC)(=O)C. The product is [C:1]([OH:8])(=[O:7])/[CH:2]=[CH:3]/[C:4]([OH:6])=[O:5].[CH2:9]([C:13]1[CH:14]=[C:15]2[N:20]([C:21]=1[C:22]([C:24]1[CH:29]=[CH:28][C:27]([CH2:30][CH2:31][CH2:32][N:33]([CH2:37][CH2:38][CH3:39])[CH2:34][CH2:35][CH3:36])=[CH:26][CH:25]=1)=[O:23])[CH:19]=[CH:18][CH:17]=[CH:16]2)[CH2:10][CH2:11][CH3:12]. The yield is 0.758. (7) The reactants are C(O)(=O)C.[NH:5]1[CH2:10][CH2:9][O:8][CH2:7][CH2:6]1.C(O[BH-](OC(=O)C)OC(=O)C)(=O)C.[Na+].[CH3:25][CH:26]([S:28]([C:31]1[CH:32]=[C:33]2[C:38](=[CH:39][CH:40]=1)[N:37]=[C:36]([C:41]1[CH:46]=[CH:45][CH:44]=[C:43]([C:47]([F:50])([F:49])[F:48])[CH:42]=1)[C:35]([CH2:51][N:52]1[CH2:57][CH2:56][C:55](=O)[CH:54]([CH3:59])[CH2:53]1)=[C:34]2[C:60]([NH:62][C@H:63]([C:68]1[CH:73]=[CH:72][CH:71]=[CH:70][CH:69]=1)[C:64]([F:67])([F:66])[F:65])=[O:61])(=[O:30])=[O:29])[CH3:27]. The catalyst is ClCCl.O. The product is [CH3:27][CH:26]([S:28]([C:31]1[CH:32]=[C:33]2[C:38](=[CH:39][CH:40]=1)[N:37]=[C:36]([C:41]1[CH:46]=[CH:45][CH:44]=[C:43]([C:47]([F:50])([F:49])[F:48])[CH:42]=1)[C:35]([CH2:51][N:52]1[CH2:57][CH2:56][CH:55]([N:5]3[CH2:10][CH2:9][O:8][CH2:7][CH2:6]3)[CH:54]([CH3:59])[CH2:53]1)=[C:34]2[C:60]([NH:62][C@H:63]([C:68]1[CH:69]=[CH:70][CH:71]=[CH:72][CH:73]=1)[C:64]([F:67])([F:65])[F:66])=[O:61])(=[O:29])=[O:30])[CH3:25]. The yield is 0.450. (8) The reactants are [CH2:1]([NH:4][C:5]1[N:10]=[C:9]([NH:11][CH2:12][CH2:13][CH3:14])[N:8]=[C:7]([N:15]([CH3:18])OC)[N:6]=1)[CH2:2][CH3:3].Cl.Cl.[CH3:21][NH:22]NC.[OH-].[Na+]. The catalyst is O1CCOCC1.O. The product is [CH2:1]([NH:4][C:5]1[N:10]=[C:9]([NH:11][CH2:12][CH2:13][CH3:14])[N:8]=[C:7]([N:15]([CH3:18])[NH:22][CH3:21])[N:6]=1)[CH2:2][CH3:3]. The yield is 0.420.